This data is from Reaction yield outcomes from USPTO patents with 853,638 reactions. The task is: Predict the reaction yield, written as a fraction of the theoretical maximum amount of product (1.0 means a 100% yield; for example, 0.34 means a 34% yield). (1) The reactants are O[C:2]1([CH:13]2[CH2:18][CH2:17][N:16]([C:19]([O:21][C:22]([CH3:25])([CH3:24])[CH3:23])=[O:20])[CH2:15][CH2:14]2)[O:6][N:5]=[C:4]([C:7]2[CH:12]=[CH:11][CH:10]=[CH:9][CH:8]=2)[CH2:3]1.C(=O)([O-])[O-].[Na+].[Na+]. The catalyst is CO.O. The product is [C:7]1([C:4]2[CH:3]=[C:2]([CH:13]3[CH2:14][CH2:15][N:16]([C:19]([O:21][C:22]([CH3:25])([CH3:24])[CH3:23])=[O:20])[CH2:17][CH2:18]3)[O:6][N:5]=2)[CH:8]=[CH:9][CH:10]=[CH:11][CH:12]=1. The yield is 0.860. (2) The reactants are Cl.[F:2][C:3]1[CH:10]=[CH:9][CH:8]=[C:7]([O:11][CH2:12][CH:13]2[CH2:18][CH2:17][NH:16][CH2:15][CH2:14]2)[C:4]=1[C:5]#[N:6].[Cl:19][C:20]1[CH:28]=[CH:27][CH:26]=[CH:25][C:21]=1[C:22](Cl)=[O:23].C(N(CC)CC)C. The product is [Cl:19][C:20]1[CH:28]=[CH:27][CH:26]=[CH:25][C:21]=1[C:22]([N:16]1[CH2:17][CH2:18][CH:13]([CH2:12][O:11][C:7]2[CH:8]=[CH:9][CH:10]=[C:3]([F:2])[C:4]=2[C:5]#[N:6])[CH2:14][CH2:15]1)=[O:23]. No catalyst specified. The yield is 0.860. (3) The reactants are [F:1][C:2]1[C:10]([O:11][C:12]2[C:21]3[C:16](=[CH:17][C:18]([O:24][CH2:25][C@H:26]4[CH2:30][CH2:29][CH2:28][N:27]4C(OC(C)(C)C)=O)=[C:19]([O:22][CH3:23])[CH:20]=3)[N:15]=[CH:14][N:13]=2)=[CH:9][CH:8]=[C:7]2[C:3]=1[CH:4]=[C:5]([CH3:38])[NH:6]2.Cl. The catalyst is O1CCOCC1.CO. The product is [F:1][C:2]1[C:10]([O:11][C:12]2[C:21]3[C:16](=[CH:17][C:18]([O:24][CH2:25][C@H:26]4[CH2:30][CH2:29][CH2:28][NH:27]4)=[C:19]([O:22][CH3:23])[CH:20]=3)[N:15]=[CH:14][N:13]=2)=[CH:9][CH:8]=[C:7]2[C:3]=1[CH:4]=[C:5]([CH3:38])[NH:6]2. The yield is 0.620. (4) The reactants are [CH:1]1[C:10]2[C:5](=[CH:6][CH:7]=[CH:8][CH:9]=2)[CH:4]=[C:3]([C:11]2[NH:15][C:14]3[CH:16]=[CH:17][CH:18]=[C:19]([C:20](O)=[O:21])[C:13]=3[N:12]=2)[N:2]=1.CN(C(ON1N=NC2C=CC=CC1=2)=[N+](C)C)C.F[P-](F)(F)(F)(F)F.Cl.[CH3:48][O:49][C:50](=[O:62])[CH:51]([NH2:61])[CH2:52][C:53]1[CH:58]=[C:57]([F:59])[CH:56]=[C:55]([F:60])[CH:54]=1. The catalyst is C(OCC)(=O)C. The product is [CH3:48][O:49][C:50](=[O:62])[CH:51]([NH:61][C:20]([C:19]1[C:13]2[N:12]=[C:11]([C:3]3[N:2]=[CH:1][C:10]4[C:5]([CH:4]=3)=[CH:6][CH:7]=[CH:8][CH:9]=4)[NH:15][C:14]=2[CH:16]=[CH:17][CH:18]=1)=[O:21])[CH2:52][C:53]1[CH:54]=[C:55]([F:60])[CH:56]=[C:57]([F:59])[CH:58]=1. The yield is 0.500.